Dataset: Catalyst prediction with 721,799 reactions and 888 catalyst types from USPTO. Task: Predict which catalyst facilitates the given reaction. (1) Reactant: Cl[C:2]1[CH:3]=[C:4]2[C:9](=[O:10])[NH:8][C:6](=[O:7])[C:5]2=[CH:11][C:12]=1[N+:13]([O-:15])=[O:14].[Cl:16][C:17]1[CH:18]=[C:19]([CH2:24][C:25]([O:27][CH3:28])=[O:26])[CH:20]=[CH:21][C:22]=1[OH:23].C(=O)([O-])[O-].[K+].[K+].O. Product: [Cl:16][C:17]1[CH:18]=[C:19]([CH2:24][C:25]([O:27][CH3:28])=[O:26])[CH:20]=[CH:21][C:22]=1[O:23][C:2]1[CH:3]=[C:4]2[C:5](=[CH:11][C:12]=1[N+:13]([O-:15])=[O:14])[C:6](=[O:7])[NH:8][C:9]2=[O:10]. The catalyst class is: 16. (2) Reactant: [CH3:1][O:2][C:3]1[CH:4]=[C:5]([CH:7]=[C:8]([O:12][CH3:13])[C:9]=1[O:10][CH3:11])[NH2:6].[CH3:14][O:15][C:16]1[CH:21]=[CH:20][C:19]([S:22](Cl)(=[O:24])=[O:23])=[CH:18][CH:17]=1. Product: [CH3:14][O:15][C:16]1[CH:17]=[CH:18][C:19]([S:22]([NH:6][C:5]2[CH:7]=[C:8]([O:12][CH3:13])[C:9]([O:10][CH3:11])=[C:3]([O:2][CH3:1])[CH:4]=2)(=[O:24])=[O:23])=[CH:20][CH:21]=1. The catalyst class is: 877. (3) Reactant: [Cl-:1].[CH3:2][N+:3]1([CH3:14])[CH2:13][CH2:12][C:6]2([O:10][C:9](=[O:11])[NH:8][CH2:7]2)[CH2:5][CH2:4]1.C(O[Cl:20])(C)(C)C. Product: [Cl-:20].[Cl:1][N:8]1[CH2:7][C:6]2([CH2:12][CH2:13][N+:3]([CH3:2])([CH3:14])[CH2:4][CH2:5]2)[O:10][C:9]1=[O:11]. The catalyst class is: 5. (4) Reactant: [C:1]([O:5][C:6](=[O:24])[NH:7][C@H:8]([CH:21]([CH3:23])[CH3:22])[C:9](=[O:20])/[CH:10]=[CH:11]\[C:12]1[CH:17]=[CH:16][CH:15]=[C:14]([C:18]#[N:19])[CH:13]=1)([CH3:4])([CH3:3])[CH3:2]. Product: [C:1]([O:5][C:6](=[O:24])[NH:7][C@H:8]([CH:21]([CH3:22])[CH3:23])[C:9](=[O:20])[CH2:10][CH2:11][C:12]1[CH:17]=[CH:16][CH:15]=[C:14]([C:18]#[N:19])[CH:13]=1)([CH3:4])([CH3:3])[CH3:2]. The catalyst class is: 43.